This data is from Catalyst prediction with 721,799 reactions and 888 catalyst types from USPTO. The task is: Predict which catalyst facilitates the given reaction. (1) Reactant: [NH2:1][CH2:2][CH2:3][N:4]1[CH:13]=[CH:12][C:11]2[C:6](=[CH:7][CH:8]=[CH:9][CH:10]=2)[C:5]1=[O:14].CO.[CH2:17]([N:19]1[C:25](=[O:26])[C:24]([CH3:28])([CH3:27])[C:23](=[O:29])[N:22]([CH3:30])[C:21]2[CH:31]=[C:32]([CH:35]=O)[CH:33]=[CH:34][C:20]1=2)[CH3:18].[BH4-].[Na+]. Product: [CH2:17]([N:19]1[C:25](=[O:26])[C:24]([CH3:27])([CH3:28])[C:23](=[O:29])[N:22]([CH3:30])[C:21]2[CH:31]=[C:32]([CH2:35][NH:1][CH2:2][CH2:3][N:4]3[CH:13]=[CH:12][C:11]4[C:6](=[CH:7][CH:8]=[CH:9][CH:10]=4)[C:5]3=[O:14])[CH:33]=[CH:34][C:20]1=2)[CH3:18]. The catalyst class is: 6. (2) Reactant: [C:1](Cl)(=[O:29])[O:2][C:3]1[CH:8]=[CH:7][C:6]([CH2:9][C@@H:10]2[C@@H:14]([CH2:15][C:16]3[CH:21]=[CH:20][C:19]([O:22][CH3:23])=[C:18]([O:24][CH3:25])[CH:17]=3)[CH2:13][O:12][C:11]2=[O:26])=[CH:5][C:4]=1[O:27][CH3:28].[NH:31]1[CH2:35][CH2:34][CH2:33][CH2:32]1.[NH4+].[Cl-]. Product: [N:31]1([C:1]([O:2][C:3]2[CH:8]=[CH:7][C:6]([CH2:9][C@@H:10]3[C@@H:14]([CH2:15][C:16]4[CH:21]=[CH:20][C:19]([O:22][CH3:23])=[C:18]([O:24][CH3:25])[CH:17]=4)[CH2:13][O:12][C:11]3=[O:26])=[CH:5][C:4]=2[O:27][CH3:28])=[O:29])[CH2:35][CH2:34][CH2:33][CH2:32]1. The catalyst class is: 2. (3) Reactant: [Br-].[C:2]([O-:5])([O-])=O.[Ca+2].C([O:10][C:11]1[CH:16]=[C:15]([N+:17]([O-:19])=[O:18])[CH:14]=[CH:13][C:12]=1CBr)(=O)C. Product: [OH:10][C:11]1[CH:16]=[C:15]([N+:17]([O-:19])=[O:18])[CH:14]=[CH:13][C:12]=1[CH2:2][OH:5]. The catalyst class is: 127. (4) Reactant: [Li]CCCC.C[Si](C#N)(C)C.[C:12]([Si](C)(C)C)(=[O:14])[CH3:13].[F:19][C:20]1[CH:27]=[CH:26][C:23]([CH:24]=[O:25])=[CH:22][CH:21]=1.Cl. Product: [F:19][C:20]1[CH:27]=[CH:26][C:23]([CH:24]([OH:25])[C:12]([CH3:13])=[O:14])=[CH:22][CH:21]=1. The catalyst class is: 116. (5) Reactant: [NH:1]1[C:9]2[C:4](=[CH:5][C:6]([C:10]([OH:12])=O)=[CH:7][CH:8]=2)[CH:3]=[CH:2]1.C1C=CC2N(O)N=NC=2C=1.CCN=C=NCCCN(C)C.[C:34]1([N:40]2[C:44]3([CH2:49][CH2:48][NH:47][CH2:46][CH2:45]3)[C:43](=[O:50])[NH:42][CH2:41]2)[CH:39]=[CH:38][CH:37]=[CH:36][CH:35]=1. Product: [NH:1]1[C:9]2[C:4](=[CH:5][C:6]([C:10]([N:47]3[CH2:46][CH2:45][C:44]4([N:40]([C:34]5[CH:39]=[CH:38][CH:37]=[CH:36][CH:35]=5)[CH2:41][NH:42][C:43]4=[O:50])[CH2:49][CH2:48]3)=[O:12])=[CH:7][CH:8]=2)[CH:3]=[CH:2]1. The catalyst class is: 18. (6) Reactant: [OH:1]O.[C:3]([CH2:6][S:7][C:8]1[C:17](=[O:18])[C:16]2[C:11](=[CH:12][C:13]([F:19])=[CH:14][CH:15]=2)[N:10]([CH3:20])[CH:9]=1)([OH:5])=[O:4]. Product: [C:3]([CH2:6][S:7]([C:8]1[C:17](=[O:18])[C:16]2[C:11](=[CH:12][C:13]([F:19])=[CH:14][CH:15]=2)[N:10]([CH3:20])[CH:9]=1)=[O:1])([OH:5])=[O:4]. The catalyst class is: 86. (7) Reactant: C([C:3]1[N:4]=[C:5](Cl)[C:6]2[NH:11][CH:10]=[CH:9][C:7]=2[N:8]=1)C.[NH2:13][C:14]1[CH:15]=[CH:16][C:17]([O:23][C:24]2[CH:29]=[CH:28][CH:27]=[CH:26][CH:25]=2)=[C:18]([CH:22]=1)[C:19]([O-:21])=[O:20].CN1CC[CH2:33][C:32]1=O.C(O)C. Product: [O:23]([C:17]1[CH:16]=[CH:15][C:14]([NH:13][C:5]2[C:6]3[NH:11][CH:10]=[CH:9][C:7]=3[N:8]=[CH:3][N:4]=2)=[CH:22][C:18]=1[C:19]([O:21][CH2:32][CH3:33])=[O:20])[C:24]1[CH:25]=[CH:26][CH:27]=[CH:28][CH:29]=1. The catalyst class is: 6. (8) Reactant: C(OC1C(=O)C=C(C(O)=O)N(CC(F)(F)F)C=1)C1C=CC=CC=1.C([O:31][C:32]1[C:33](=[O:46])[CH:34]=[C:35]([C:39]([OH:45])([OH:44])[C:40]([F:43])([F:42])[F:41])[N:36]([CH3:38])[CH:37]=1)C1C=CC=CC=1.Cl.[OH-].[Na+]. Product: [OH:31][C:32]1[C:33](=[O:46])[CH:34]=[C:35]([C:39]([OH:44])([OH:45])[C:40]([F:41])([F:42])[F:43])[N:36]([CH3:38])[CH:37]=1. The catalyst class is: 6. (9) Reactant: [F:1][C:2]1[CH:18]=[C:17]([N+:19]([O-])=O)[CH:16]=[CH:15][C:3]=1[NH:4][CH2:5][CH2:6][CH2:7][CH2:8][N:9]1[CH2:14][CH2:13][O:12][CH2:11][CH2:10]1.CCOC(C)=O. Product: [F:1][C:2]1[CH:18]=[C:17]([NH2:19])[CH:16]=[CH:15][C:3]=1[NH:4][CH2:5][CH2:6][CH2:7][CH2:8][N:9]1[CH2:14][CH2:13][O:12][CH2:11][CH2:10]1. The catalyst class is: 43. (10) Reactant: [CH3:1][O:2][C:3]1[CH:10]=[C:7]([CH:8]=[O:9])[C:6]([OH:11])=[CH:5][CH:4]=1.[N+:12]([O-])([OH:14])=[O:13]. Product: [OH:11][C:6]1[C:5]([N+:12]([O-:14])=[O:13])=[CH:4][C:3]([O:2][CH3:1])=[CH:10][C:7]=1[CH:8]=[O:9]. The catalyst class is: 15.